From a dataset of Catalyst prediction with 721,799 reactions and 888 catalyst types from USPTO. Predict which catalyst facilitates the given reaction. Reactant: [OH:1][C:2]1[CH:11]=[CH:10][C:5]([C:6]([O:8][CH3:9])=[O:7])=[CH:4][CH:3]=1.C([O-])([O-])=O.[K+].[K+].[CH2:18]([O:25][C:26]1[CH:33]=[CH:32][CH:31]=[CH:30][C:27]=1[CH2:28]Br)[C:19]1[CH:24]=[CH:23][CH:22]=[CH:21][CH:20]=1. Product: [CH2:18]([O:25][C:26]1[CH:33]=[CH:32][CH:31]=[CH:30][C:27]=1[CH2:28][O:1][C:2]1[CH:3]=[CH:4][C:5]([C:6]([O:8][CH3:9])=[O:7])=[CH:10][CH:11]=1)[C:19]1[CH:20]=[CH:21][CH:22]=[CH:23][CH:24]=1. The catalyst class is: 3.